From a dataset of Reaction yield outcomes from USPTO patents with 853,638 reactions. Predict the reaction yield, written as a fraction of the theoretical maximum amount of product (1.0 means a 100% yield; for example, 0.34 means a 34% yield). The reactants are [C@H:1]1([NH:10][C:11]2[C:12]3[CH:19]=[CH:18][N:17]([C@@H:20]4[CH2:24][C@@H:23]([CH2:25][O:26][S:27]([NH:30]C(=O)OC(C)(C)C)(=[O:29])=[O:28])[C@@H:22]([OH:38])[CH2:21]4)[C:13]=3[N:14]=[CH:15][N:16]=2)[C:9]2[C:4](=[CH:5][CH:6]=[CH:7][CH:8]=2)[CH2:3][CH2:2]1.FC(F)(F)C(O)=O. The catalyst is C(Cl)Cl. The product is [S:27](=[O:29])(=[O:28])([O:26][CH2:25][C@@H:23]1[CH2:24][C@@H:20]([N:17]2[C:13]3[N:14]=[CH:15][N:16]=[C:11]([NH:10][C@H:1]4[C:9]5[C:4](=[CH:5][CH:6]=[CH:7][CH:8]=5)[CH2:3][CH2:2]4)[C:12]=3[CH:19]=[CH:18]2)[CH2:21][C@@H:22]1[OH:38])[NH2:30]. The yield is 0.580.